This data is from Forward reaction prediction with 1.9M reactions from USPTO patents (1976-2016). The task is: Predict the product of the given reaction. (1) The product is: [CH3:11][O:10][Si:9]([CH2:8][NH:19][C:20](=[O:21])[O:3][CH3:2])([O:14][CH3:15])[O:12][CH3:13]. Given the reactants [N-]=[C:2]=[O:3].[K+].CO.Cl[CH2:8][Si:9]([O:14][CH3:15])([O:12][CH3:13])[O:10][CH3:11].[Cl-].[K+].C[N:19](C)[CH:20]=[O:21], predict the reaction product. (2) Given the reactants Cl.Cl.[CH3:3][CH:4]([CH3:18])[CH2:5][N:6]([CH2:11][C@H:12]1[CH2:17][NH:16][CH2:15][CH2:14][NH:13]1)[S:7]([CH3:10])(=[O:9])=[O:8].C(N(CC)CC)C.[CH3:26][C:27]([O:30][C:31](O[C:31]([O:30][C:27]([CH3:29])([CH3:28])[CH3:26])=[O:32])=[O:32])([CH3:29])[CH3:28], predict the reaction product. The product is: [CH3:3][CH:4]([CH3:18])[CH2:5][N:6]([CH2:11][C@@H:12]1[NH:13][CH2:14][CH2:15][N:16]([C:31]([O:30][C:27]([CH3:29])([CH3:28])[CH3:26])=[O:32])[CH2:17]1)[S:7]([CH3:10])(=[O:8])=[O:9].